From a dataset of Full USPTO retrosynthesis dataset with 1.9M reactions from patents (1976-2016). Predict the reactants needed to synthesize the given product. Given the product [Cl:1][C:2]1[N:3]=[C:4]([S:29][C:30]2[CH:31]=[CH:32][C:33]([NH:36][C:37]([CH:39]3[CH2:40][CH2:41]3)=[O:38])=[CH:34][CH:35]=2)[C:5]2[CH2:10][N:9]([C:11]([O:13][CH2:14][CH:15]3[C:16]4[CH:17]=[CH:18][CH:19]=[CH:20][C:21]=4[C:22]4[C:27]3=[CH:26][CH:25]=[CH:24][CH:23]=4)=[O:12])[CH2:8][C:6]=2[N:7]=1, predict the reactants needed to synthesize it. The reactants are: [Cl:1][C:2]1[N:3]=[C:4](Cl)[C:5]2[CH2:10][N:9]([C:11]([O:13][CH2:14][CH:15]3[C:27]4[CH:26]=[CH:25][CH:24]=[CH:23][C:22]=4[C:21]4[C:16]3=[CH:17][CH:18]=[CH:19][CH:20]=4)=[O:12])[CH2:8][C:6]=2[N:7]=1.[SH:29][C:30]1[CH:35]=[CH:34][C:33]([NH:36][C:37]([CH:39]2[CH2:41][CH2:40]2)=[O:38])=[CH:32][CH:31]=1.